Task: Predict which catalyst facilitates the given reaction.. Dataset: Catalyst prediction with 721,799 reactions and 888 catalyst types from USPTO (1) Product: [Br:1][C:2]1[CH:3]=[C:4]2[CH:10]=[CH:9][N:8]([S:17]([C:14]3[CH:15]=[CH:16][C:11]([CH3:21])=[CH:12][CH:13]=3)(=[O:19])=[O:18])[C:5]2=[N:6][CH:7]=1. The catalyst class is: 253. Reactant: [Br:1][C:2]1[CH:3]=[C:4]2[CH:10]=[CH:9][NH:8][C:5]2=[N:6][CH:7]=1.[C:11]1([CH3:21])[CH:16]=[CH:15][C:14]([S:17](Cl)(=[O:19])=[O:18])=[CH:13][CH:12]=1.[H-].[Na+].[OH-].[NH4+]. (2) Reactant: Br[C:2]1[CH:3]=[CH:4][C:5]([NH:8][C:9]([C:11]2([C:14]3[CH:22]=[CH:21][C:17]4[O:18][CH2:19][O:20][C:16]=4[CH:15]=3)[CH2:13][CH2:12]2)=[O:10])=[N:6][CH:7]=1.[CH3:23][O:24][C:25]1[CH:30]=[C:29]([O:31][CH3:32])[CH:28]=[CH:27][C:26]=1B(O)O.C(=O)([O-])[O-].[K+].[K+]. Product: [CH3:23][O:24][C:25]1[CH:30]=[C:29]([O:31][CH3:32])[CH:28]=[CH:27][C:26]=1[C:2]1[CH:3]=[CH:4][C:5]([NH:8][C:9]([C:11]2([C:14]3[CH:22]=[CH:21][C:17]4[O:18][CH2:19][O:20][C:16]=4[CH:15]=3)[CH2:13][CH2:12]2)=[O:10])=[N:6][CH:7]=1. The catalyst class is: 423.